This data is from Reaction yield outcomes from USPTO patents with 853,638 reactions. The task is: Predict the reaction yield, written as a fraction of the theoretical maximum amount of product (1.0 means a 100% yield; for example, 0.34 means a 34% yield). (1) The yield is 0.460. The reactants are [CH:1]([C:3]1[CH:11]=[C:10]2[C:6]([CH:7]=[N:8][NH:9]2)=[CH:5][CH:4]=1)=O.[C:12]([CH2:14][C:15]([NH2:17])=[O:16])#[N:13].N1CCCCC1. The product is [C:12]([C:14](=[CH:1][C:3]1[CH:11]=[C:10]2[C:6]([CH:7]=[N:8][NH:9]2)=[CH:5][CH:4]=1)[C:15]([NH2:17])=[O:16])#[N:13]. The catalyst is C1COCC1. (2) The reactants are [Cl:1][C:2]1[CH:3]=[C:4]([C:9](=[O:11])[CH3:10])[CH:5]=[CH:6][C:7]=1[OH:8].I[CH:13]([CH3:15])[CH3:14].C(=O)([O-])[O-].[K+].[K+]. The catalyst is CN(C)C=O. The product is [Cl:1][C:2]1[CH:3]=[C:4]([C:9](=[O:11])[CH3:10])[CH:5]=[CH:6][C:7]=1[O:8][CH:13]([CH3:15])[CH3:14]. The yield is 0.740. (3) The reactants are Br[C:2]1[C:3]([O:17][CH3:18])=[C:4]([C:13]([O:15][CH3:16])=[O:14])[C:5]2[N:6]=[CH:7][C:8](=[O:12])[NH:9][C:10]=2[CH:11]=1.C([Sn](CCCC)(CCCC)[C:24]1[S:25][CH:26]=[CH:27][CH:28]=1)CCC. The yield is 0.940. The product is [CH3:18][O:17][C:3]1[C:2]([C:24]2[S:25][CH:26]=[CH:27][CH:28]=2)=[CH:11][C:10]2[NH:9][C:8](=[O:12])[CH:7]=[N:6][C:5]=2[C:4]=1[C:13]([O:15][CH3:16])=[O:14]. The catalyst is O1CCOCC1.C1C=CC([P]([Pd]([P](C2C=CC=CC=2)(C2C=CC=CC=2)C2C=CC=CC=2)([P](C2C=CC=CC=2)(C2C=CC=CC=2)C2C=CC=CC=2)[P](C2C=CC=CC=2)(C2C=CC=CC=2)C2C=CC=CC=2)(C2C=CC=CC=2)C2C=CC=CC=2)=CC=1.